Predict the reaction yield, written as a fraction of the theoretical maximum amount of product (1.0 means a 100% yield; for example, 0.34 means a 34% yield). From a dataset of Reaction yield outcomes from USPTO patents with 853,638 reactions. (1) The reactants are C(C1NC=CN=1)(C1NC=CN=1)=O.[CH2:13]([C:17]1[CH:25]=[CH:24][C:20]([C:21]([OH:23])=O)=[CH:19][CH:18]=1)[CH:14]([CH3:16])[CH3:15].O[N:27]=[C:28]([C:30]1[CH:35]=[CH:34][CH:33]=[C:32]([CH2:36][OH:37])[CH:31]=1)[NH2:29].[F-].C([N+](CCCC)(CCCC)CCCC)CCC. The catalyst is O.C1COCC1.[Cl-].[Na+].O.CN(C=O)C. The product is [CH2:13]([C:17]1[CH:18]=[CH:19][C:20]([C:21]2[O:23][N:29]=[C:28]([C:30]3[CH:31]=[C:32]([CH2:36][OH:37])[CH:33]=[CH:34][CH:35]=3)[N:27]=2)=[CH:24][CH:25]=1)[CH:14]([CH3:15])[CH3:16]. The yield is 0.290. (2) The reactants are [Br:1][C:2]1[CH:7]=[CH:6][C:5]([CH2:8][C:9]#[N:10])=[CH:4][CH:3]=1.[Cl:11][C:12]1[C:13]([F:20])=[C:14]([CH:17]=[CH:18][CH:19]=1)[CH:15]=O.C[O-].[Na+]. The catalyst is CO. The product is [Br:1][C:2]1[CH:7]=[CH:6][C:5](/[C:8](=[CH:15]/[C:14]2[CH:17]=[CH:18][CH:19]=[C:12]([Cl:11])[C:13]=2[F:20])/[C:9]#[N:10])=[CH:4][CH:3]=1. The yield is 1.00. (3) The reactants are [CH2:1]([O:3][CH:4]([O:19][CH2:20][CH3:21])[C@@H:5]([NH:7][CH2:8][C:9]1[CH:10]=[CH:11][CH:12]=[C:13]2[C:18]=1[N:17]=[CH:16][CH:15]=[CH:14]2)[CH3:6])[CH3:2].[NH:22]([C:28]([O:30][CH2:31][CH:32]1[C:44]2[C:39](=[CH:40][CH:41]=[CH:42][CH:43]=2)[C:38]2[C:33]1=[CH:34][CH:35]=[CH:36][CH:37]=2)=[O:29])[C@H:23]([C:25](O)=[O:26])[CH3:24].CN(C(ON1N=NC2C=CC=NC1=2)=[N+](C)C)C.F[P-](F)(F)(F)(F)F.CCN(C(C)C)C(C)C. The catalyst is CN(C=O)C.CC(=O)OCC.O. The product is [CH2:1]([O:3][CH:4]([O:19][CH2:20][CH3:21])[C@@H:5]([N:7]([CH2:8][C:9]1[CH:10]=[CH:11][CH:12]=[C:13]2[C:18]=1[N:17]=[CH:16][CH:15]=[CH:14]2)[C:25](=[O:26])[C@@H:23]([NH:22][C:28](=[O:29])[O:30][CH2:31][CH:32]1[C:33]2[CH:34]=[CH:35][CH:36]=[CH:37][C:38]=2[C:39]2[C:44]1=[CH:43][CH:42]=[CH:41][CH:40]=2)[CH3:24])[CH3:6])[CH3:2]. The yield is 0.690. (4) The product is [OH2:13].[NH2:7][C:4]1[CH:5]=[CH:6][C:1]([NH:8][C:9](=[O:15])/[CH:10]=[CH:11]\[C:12]([O-:14])=[O:13])=[CH:2][CH:3]=1.[K+:17]. The yield is 0.925. The reactants are [C:1]1([NH2:8])[CH:6]=[CH:5][C:4]([NH2:7])=[CH:3][CH:2]=1.[C:9]1(=[O:15])[O:14][C:12](=[O:13])[CH:11]=[CH:10]1.[OH-].[K+:17]. The catalyst is O1CCCC1. (5) The catalyst is ClCCl. The reactants are [CH3:1][O:2][C:3](=[O:33])[C:4]1[CH:9]=[CH:8][CH:7]=[C:6]([C:10]2[CH:11]=[C:12]3[C:18]([C:19]4[CH:24]=[CH:23][CH:22]=[CH:21][C:20]=4[O:25][CH3:26])=[N:17][N:16](COCCOC)[C:13]3=[N:14][CH:15]=2)[CH:5]=1.B(F)(F)F.CCOCC. The yield is 0.230. The product is [CH3:1][O:2][C:3](=[O:33])[C:4]1[CH:9]=[CH:8][CH:7]=[C:6]([C:10]2[CH:11]=[C:12]3[C:18]([C:19]4[CH:24]=[CH:23][CH:22]=[CH:21][C:20]=4[O:25][CH3:26])=[N:17][NH:16][C:13]3=[N:14][CH:15]=2)[CH:5]=1. (6) The reactants are [C:12]([O:11][C:9](O[C:9]([O:11][C:12]([CH3:15])([CH3:14])[CH3:13])=[O:10])=[O:10])([CH3:15])([CH3:14])[CH3:13].[NH2:16][C@@H:17]([CH2:20][C:21]1[CH:26]=[CH:25][C:24]([Cl:27])=[CH:23][C:22]=1[Cl:28])[CH2:18][OH:19]. The catalyst is C(Cl)(Cl)Cl. The product is [Cl:28][C:22]1[CH:23]=[C:24]([Cl:27])[CH:25]=[CH:26][C:21]=1[CH2:20][C@H:17]([NH:16][C:9](=[O:10])[O:11][C:12]([CH3:13])([CH3:14])[CH3:15])[CH2:18][OH:19]. The yield is 0.940. (7) The reactants are [CH:1]1([S:4]([NH2:7])(=[O:6])=[O:5])[CH2:3][CH2:2]1.C(=O)([O-])[O-].[K+].[K+].Cl[C:15]([O:17][CH2:18][CH3:19])=[O:16].Cl. The catalyst is CC(C)=O.O. The product is [CH:1]1([S:4]([NH:7][C:15](=[O:16])[O:17][CH2:18][CH3:19])(=[O:6])=[O:5])[CH2:3][CH2:2]1. The yield is 0.630.